Dataset: Catalyst prediction with 721,799 reactions and 888 catalyst types from USPTO. Task: Predict which catalyst facilitates the given reaction. (1) The catalyst class is: 2. Reactant: [Br:1][C:2]1[CH:7]=[CH:6][C:5]([S:8](Cl)(=[O:10])=[O:9])=[CH:4][CH:3]=1.[NH:12]1[CH2:15][CH2:14][CH2:13]1. Product: [Br:1][C:2]1[CH:7]=[CH:6][C:5]([S:8]([N:12]2[CH2:15][CH2:14][CH2:13]2)(=[O:10])=[O:9])=[CH:4][CH:3]=1. (2) Reactant: [NH2:1][C:2]1[CH:11]=[CH:10][CH:9]=[C:8]2[C:3]=1[CH:4]=[CH:5][N:6]([CH2:13][CH2:14][NH:15][C:16](=[O:18])[CH3:17])[C:7]2=[O:12].CN(C)C=O.[CH:24]1([CH2:31][C:32](O)=[O:33])[CH2:30][CH2:29][CH2:28][CH2:27][CH2:26][CH2:25]1.F[P-](F)(F)(F)(F)F.C[N+](C)=C(N(C)C)ON1C2N=CC=CC=2N=N1.C(N(CC)C(C)C)(C)C. Product: [C:16]([NH:15][CH2:14][CH2:13][N:6]1[CH:5]=[CH:4][C:3]2[C:8](=[CH:9][CH:10]=[CH:11][C:2]=2[NH:1][C:32](=[O:33])[CH2:31][CH:24]2[CH2:30][CH2:29][CH2:28][CH2:27][CH2:26][CH2:25]2)[C:7]1=[O:12])(=[O:18])[CH3:17]. The catalyst class is: 389. (3) Reactant: [Cl:1][C:2]1[N:7]=[C:6]([C:8]([O:10][CH3:11])=[O:9])[CH:5]=[CH:4][C:3]=1[OH:12].[H-].[Na+].FC(F)(F)S(O[CH2:21][CH2:22][O:23][C:24]([F:27])([F:26])[F:25])(=O)=O.O. Product: [Cl:1][C:2]1[N:7]=[C:6]([C:8]([O:10][CH3:11])=[O:9])[CH:5]=[CH:4][C:3]=1[O:12][CH2:21][CH2:22][O:23][C:24]([F:27])([F:26])[F:25]. The catalyst class is: 3. (4) Reactant: [F:1][C:2]1[CH:7]=[CH:6][C:5]([N:8]2[CH2:17][CH2:16][C:15]3[C:10](=[CH:11][CH:12]=[C:13]([O:18][CH2:19][C:20]4[CH:25]=[CH:24][CH:23]=[CH:22][CH:21]=4)[CH:14]=3)[CH:9]2[CH2:26][C:27]2[CH:32]=[CH:31][C:30]([OH:33])=[CH:29][CH:28]=2)=[CH:4][CH:3]=1.C(=O)([O-])[O-].[K+].[K+].Cl[CH2:41][CH2:42][CH:43]1[CH2:48][CH2:47][CH2:46][CH2:45][N:44]1[CH3:49].C(Cl)Cl.CO. Product: [F:1][C:2]1[CH:7]=[CH:6][C:5]([N:8]2[CH2:17][CH2:16][C:15]3[C:10](=[CH:11][CH:12]=[C:13]([O:18][CH2:19][C:20]4[CH:25]=[CH:24][CH:23]=[CH:22][CH:21]=4)[CH:14]=3)[CH:9]2[CH2:26][C:27]2[CH:28]=[CH:29][C:30]([O:33][CH2:41][CH2:42][CH:43]3[CH2:48][CH2:47][CH2:46][CH2:45][N:44]3[CH3:49])=[CH:31][CH:32]=2)=[CH:4][CH:3]=1. The catalyst class is: 18. (5) Reactant: [OH:1][C:2]1[CH:17]=[CH:16][C:5]([CH:6]=[C:7]([C:12]([O:14][CH3:15])=[O:13])[C:8]([O:10][CH3:11])=[O:9])=[CH:4][CH:3]=1. Product: [OH:1][C:2]1[CH:3]=[CH:4][C:5]([CH2:6][CH:7]([C:8]([O:10][CH3:11])=[O:9])[C:12]([O:14][CH3:15])=[O:13])=[CH:16][CH:17]=1. The catalyst class is: 19.